From a dataset of Full USPTO retrosynthesis dataset with 1.9M reactions from patents (1976-2016). Predict the reactants needed to synthesize the given product. (1) Given the product [CH3:1][O:2][C:3]1[CH:4]=[C:5]([C@@H:9]([NH:11][C:16]2[C:15]3[N:19]=[CH:20][N:21]([C:14]=3[N:13]=[CH:12][N:17]=2)[C@@H:22]2[O:26][C@H:25]([CH2:27][OH:28])[C@@H:24]([OH:29])[C@H:23]2[OH:30])[CH3:10])[CH:6]=[CH:7][CH:8]=1, predict the reactants needed to synthesize it. The reactants are: [CH3:1][O:2][C:3]1[CH:4]=[C:5]([C@@H:9]([NH2:11])[CH3:10])[CH:6]=[CH:7][CH:8]=1.[CH:12]1[N:17]=[C:16](Cl)[C:15]2[N:19]=[CH:20][N:21]([C@@H:22]3[O:26][C@H:25]([CH2:27][OH:28])[C@@H:24]([OH:29])[C@H:23]3[OH:30])[C:14]=2[N:13]=1. (2) Given the product [CH2:48]([O:47][C:43](=[O:46])[CH:44]=[CH:45][C:3]1[CH:8]=[CH:7][C:6]([C:9]2[N:10]=[C:11]([NH2:14])[S:12][CH:13]=2)=[CH:5][CH:4]=1)[CH3:49], predict the reactants needed to synthesize it. The reactants are: Br.Br[C:3]1[CH:8]=[CH:7][C:6]([C:9]2[N:10]=[C:11]([NH2:14])[S:12][CH:13]=2)=[CH:5][CH:4]=1.C1(P(C2C=CC=CC=2)C2C=CC=CC=2)C=CC=CC=1.CCN(C(C)C)C(C)C.[C:43]([O:47][CH2:48][CH3:49])(=[O:46])[CH:44]=[CH2:45]. (3) Given the product [NH2:2][C:1]1[C:3]2[C:4](=[CH:5][C:6]([C:9]3[N:14]=[C:13]([NH:15][CH3:16])[N:12]=[C:11]([N:17]4[C@H:22]([C:23]([F:26])([F:25])[F:24])[CH2:21][CH2:20][C@H:19]([C:27]([NH:29][CH:30]5[CH2:35][CH2:34][CH2:33][CH2:32][CH2:31]5)=[O:37])[CH2:18]4)[CH:10]=3)=[CH:7][CH:8]=2)[NH:39][N:38]=1, predict the reactants needed to synthesize it. The reactants are: [C:1]([C:3]1[CH:8]=[CH:7][C:6]([C:9]2[N:14]=[C:13]([NH:15][CH3:16])[N:12]=[C:11]([N:17]3[C@H:22]([C:23]([F:26])([F:25])[F:24])[CH2:21][CH2:20][C@H:19]([C:27]([NH:29][CH:30]4[CH2:35][CH2:34][CH2:33][CH2:32][CH2:31]4)=O)[CH2:18]3)[CH:10]=2)=[CH:5][C:4]=1F)#[N:2].[OH2:37].[NH2:38][NH2:39].CCOC(C)=O. (4) Given the product [Cl:1][C:2]1[CH:3]=[C:4]2[C:9](=[CH:10][C:11]=1[O:12][C:13]1[CH:14]=[CH:15][C:16]([C:19](=[O:34])[NH:20][CH:21]3[CH2:22][CH2:23][CH:24]([C:27]4[CH:28]=[CH:29][C:30]([Cl:33])=[CH:31][CH:32]=4)[CH2:25][CH2:26]3)=[CH:17][CH:18]=1)[O:8][CH2:7][CH2:6][CH:5]2[C:35]([O-:37])=[O:36].[Na+:40], predict the reactants needed to synthesize it. The reactants are: [Cl:1][C:2]1[CH:3]=[C:4]2[C:9](=[CH:10][C:11]=1[O:12][C:13]1[CH:18]=[CH:17][C:16]([C:19](=[O:34])[NH:20][CH:21]3[CH2:26][CH2:25][CH:24]([C:27]4[CH:32]=[CH:31][C:30]([Cl:33])=[CH:29][CH:28]=4)[CH2:23][CH2:22]3)=[CH:15][CH:14]=1)[O:8][CH2:7][CH2:6][CH:5]2[C:35]([OH:37])=[O:36].C[O-].[Na+:40].CO. (5) The reactants are: C(=O)(O)[O-].[Na+].[NH2:6][C@H:7]([C:10]([OH:12])=[O:11])[CH2:8][SH:9].[CH3:13][C:14]([C:16]1[CH:21]=[CH:20][C:19]([OH:22])=[CH:18][C:17]=1[OH:23])=O. Given the product [OH:23][C:17]1[CH:18]=[C:19]([OH:22])[CH:20]=[CH:21][C:16]=1[CH2:14][CH2:13][NH:6][C@H:7]([C:10]([OH:12])=[O:11])[CH2:8][SH:9], predict the reactants needed to synthesize it. (6) The reactants are: C[Si]([C:5]#[N:6])(C)C.[NH2:7][C:8]1[CH:13]=[CH:12][C:11]([CH3:14])=[CH:10][CH:9]=1.[C:15]1(=O)[CH2:19][CH2:18][CH2:17][CH2:16]1. Given the product [CH3:14][C:11]1[CH:12]=[CH:13][C:8]([NH:7][C:15]2([C:5]#[N:6])[CH2:19][CH2:18][CH2:17][CH2:16]2)=[CH:9][CH:10]=1, predict the reactants needed to synthesize it.